Dataset: Reaction yield outcomes from USPTO patents with 853,638 reactions. Task: Predict the reaction yield, written as a fraction of the theoretical maximum amount of product (1.0 means a 100% yield; for example, 0.34 means a 34% yield). (1) The reactants are [H-].[Na+].[C:3]1([S:9]([NH2:12])(=[O:11])=[O:10])[CH:8]=[CH:7][CH:6]=[CH:5][CH:4]=1.[CH2:13]([O:20][C:21]1[CH:26]=[CH:25][C:24]([C:27]2[N:31]([CH:32]3[CH2:37][CH2:36][CH2:35][CH2:34][CH2:33]3)[C:30]3[CH:38]=[CH:39][C:40]([C:42](O)=[O:43])=[CH:41][C:29]=3[N:28]=2)=[CH:23][CH:22]=1)[C:14]1[CH:19]=[CH:18][CH:17]=[CH:16][CH:15]=1. The catalyst is CN(C)C=O.ClCCl. The product is [CH2:13]([O:20][C:21]1[CH:22]=[CH:23][C:24]([C:27]2[N:31]([CH:32]3[CH2:33][CH2:34][CH2:35][CH2:36][CH2:37]3)[C:30]3[CH:38]=[CH:39][C:40]([C:42]([C:4]4[CH:5]=[CH:6][CH:7]=[CH:8][C:3]=4[S:9]([NH2:12])(=[O:11])=[O:10])=[O:43])=[CH:41][C:29]=3[N:28]=2)=[CH:25][CH:26]=1)[C:14]1[CH:19]=[CH:18][CH:17]=[CH:16][CH:15]=1. The yield is 0.540. (2) The reactants are Br[C:2]1[CH:3]=[C:4]2[C:9](=[CH:10][CH:11]=1)[C:8](=[O:12])[CH2:7][CH2:6][CH2:5]2.[CH3:13]B(O)O.C1C=CC(P(C2C=CC=CC=2)C2C=CC=CC=2)=CC=1.[O-]P([O-])([O-])=O.[K+].[K+].[K+]. The catalyst is C1COCC1.CC([O-])=O.CC([O-])=O.[Pd+2]. The product is [CH3:13][C:2]1[CH:3]=[C:4]2[C:9](=[CH:10][CH:11]=1)[C:8](=[O:12])[CH2:7][CH2:6][CH2:5]2. The yield is 0.880. (3) The reactants are Br[C:2]1[CH:7]=[CH:6][C:5]([N+:8]([O-:10])=[O:9])=[C:4]([O:11][CH3:12])[CH:3]=1.CC1(C)C(C)(C)OB([C:21]2[CH2:26][CH2:25][N:24]([C:27]([O:29][C:30]([CH3:33])([CH3:32])[CH3:31])=[O:28])[CH2:23][CH:22]=2)O1.C(=O)([O-])[O-].[K+].[K+].[Cl-].[Li+]. The catalyst is CN(C=O)C. The product is [CH3:12][O:11][C:4]1[CH:3]=[C:2]([C:21]2[CH2:26][CH2:25][N:24]([C:27]([O:29][C:30]([CH3:33])([CH3:32])[CH3:31])=[O:28])[CH2:23][CH:22]=2)[CH:7]=[CH:6][C:5]=1[N+:8]([O-:10])=[O:9]. The yield is 0.910.